From a dataset of Forward reaction prediction with 1.9M reactions from USPTO patents (1976-2016). Predict the product of the given reaction. (1) Given the reactants C(O[C:4](=[O:18])[CH2:5][N:6]([C:10]1[S:11][C:12]([C:16]#[N:17])=[C:13]([Br:15])[CH:14]=1)[CH2:7][CH2:8][CH3:9])C.[CH3:19][NH2:20], predict the reaction product. The product is: [Br:15][C:13]1[CH:14]=[C:10]([N:6]([CH2:7][CH2:8][CH3:9])[CH2:5][C:4]([NH:20][CH3:19])=[O:18])[S:11][C:12]=1[C:16]#[N:17]. (2) Given the reactants [CH3:1][CH:2]([C:4]1[N:8]=[C:7]([N:9]2[CH2:14][CH2:13][CH:12]([CH2:15][O:16][C:17]3[CH:18]=[CH:19][C:20]([C:23]4[CH:28]=[CH:27][C:26]([S:29][CH3:30])=[CH:25][CH:24]=4)=[N:21][CH:22]=3)[CH2:11][CH2:10]2)[O:6][N:5]=1)[CH3:3].[OH:31]O, predict the reaction product. The product is: [CH3:3][CH:2]([C:4]1[N:8]=[C:7]([N:9]2[CH2:10][CH2:11][CH:12]([CH2:15][O:16][C:17]3[CH:18]=[CH:19][C:20]([C:23]4[CH:24]=[CH:25][C:26]([S:29]([CH3:30])=[O:31])=[CH:27][CH:28]=4)=[N:21][CH:22]=3)[CH2:13][CH2:14]2)[O:6][N:5]=1)[CH3:1]. (3) Given the reactants N[C:2]1[CH:26]=[CH:25][C:5]2[C:6]3[CH:12]=[C:11]([S:13]([NH:16][C@H:17]([CH:22]([CH3:24])[CH3:23])[C:18]([O:20][CH3:21])=[O:19])(=[O:15])=[O:14])[CH:10]=[CH:9][C:7]=3[O:8][C:4]=2[CH:3]=1.Cl.N([O-])=O.[Na+].[I-:32].[Na+], predict the reaction product. The product is: [I:32][C:2]1[CH:26]=[CH:25][C:5]2[C:6]3[CH:12]=[C:11]([S:13]([NH:16][C@H:17]([CH:22]([CH3:24])[CH3:23])[C:18]([O:20][CH3:21])=[O:19])(=[O:15])=[O:14])[CH:10]=[CH:9][C:7]=3[O:8][C:4]=2[CH:3]=1. (4) Given the reactants [OH:1][C:2]1[C:11]([CH3:12])=[CH:10][CH:9]=[CH:8][C:3]=1[C:4]([O:6][CH3:7])=[O:5].[I:13]I, predict the reaction product. The product is: [OH:1][C:2]1[C:11]([CH3:12])=[CH:10][C:9]([I:13])=[CH:8][C:3]=1[C:4]([O:6][CH3:7])=[O:5]. (5) The product is: [Br:10][C:5]1[CH:6]=[C:7]2[C:2](=[N:3][CH:4]=1)[N:1]=[C:13]([C:12]([F:11])([F:22])[F:21])[C:14]([C:15]([O:17][CH2:18][CH3:19])=[O:16])=[CH:8]2. Given the reactants [NH2:1][C:2]1[C:7]([CH:8]=O)=[CH:6][C:5]([Br:10])=[CH:4][N:3]=1.[F:11][C:12]([F:22])([F:21])[C:13](=O)[CH2:14][C:15]([O:17][CH2:18][CH3:19])=[O:16].N1CCCCC1, predict the reaction product. (6) Given the reactants [F:1][C:2]1[CH:3]=[C:4]([OH:9])[CH:5]=[CH:6][C:7]=1[F:8].Cl[C:11]1[N:12]=[C:13]([OH:27])[C:14]2[CH:20]=[CH:19][N:18]=[C:17]([C:21]3[N:22]=[CH:23][N:24]([CH3:26])[CH:25]=3)[C:15]=2[N:16]=1, predict the reaction product. The product is: [F:1][C:2]1[CH:3]=[C:4]([CH:5]=[CH:6][C:7]=1[F:8])[O:9][C:11]1[N:12]=[C:13]([OH:27])[C:14]2[CH:20]=[CH:19][N:18]=[C:17]([C:21]3[N:22]=[CH:23][N:24]([CH3:26])[CH:25]=3)[C:15]=2[N:16]=1. (7) Given the reactants [Br:1][C:2]1[C:3]([C:9]([OH:11])=O)=[C:4]([CH:6]=[CH:7][CH:8]=1)[NH2:5].[N:12]([O-])=O.[Na+].[O-]S([O-])=O.[Na+].[Na+], predict the reaction product. The product is: [Br:1][C:2]1[CH:8]=[CH:7][CH:6]=[C:4]2[C:3]=1[C:9]([OH:11])=[N:12][NH:5]2. (8) Given the reactants [F:1][C:2]1[CH:7]=[CH:6][C:5]([S:8]([NH:11][C:12]2[C:21]([C:22]([O:24]C)=[O:23])=[C:20]3[C:15]([C@H:16]4[CH2:26][C@H:17]4[CH2:18][O:19]3)=[CH:14][CH:13]=2)(=[O:10])=[O:9])=[C:4]([CH2:27][CH:28]2[CH2:35][N:34]3[CH:30]([CH2:31][CH2:32][CH2:33]3)[CH2:29]2)[CH:3]=1.O.[OH-].[Li+], predict the reaction product. The product is: [F:1][C:2]1[CH:7]=[CH:6][C:5]([S:8]([NH:11][C:12]2[C:21]([C:22]([OH:24])=[O:23])=[C:20]3[C:15]([C@H:16]4[CH2:26][C@H:17]4[CH2:18][O:19]3)=[CH:14][CH:13]=2)(=[O:9])=[O:10])=[C:4]([CH2:27][CH:28]2[CH2:35][N:34]3[CH:30]([CH2:31][CH2:32][CH2:33]3)[CH2:29]2)[CH:3]=1.